This data is from Full USPTO retrosynthesis dataset with 1.9M reactions from patents (1976-2016). The task is: Predict the reactants needed to synthesize the given product. Given the product [Cl:56][C:57]1[CH:68]=[CH:67][C:60]2[NH:61][C:62]([C@@H:64]([NH:66][C:16](=[O:18])[C:15]3[CH:19]=[CH:20][C:12]([N:11]4[C:7]5[CH:6]=[CH:5][N:4]=[C:3]([O:2][CH3:1])[C:8]=5[N:9]=[CH:10]4)=[C:13]([C:21]([F:22])([F:24])[F:23])[CH:14]=3)[CH3:65])=[N:63][C:59]=2[CH:58]=1, predict the reactants needed to synthesize it. The reactants are: [CH3:1][O:2][C:3]1[C:8]2[N:9]=[CH:10][N:11]([C:12]3[CH:20]=[CH:19][C:15]([C:16]([OH:18])=O)=[CH:14][C:13]=3[C:21]([F:24])([F:23])[F:22])[C:7]=2[CH:6]=[CH:5][N:4]=1.CN(C(ON1N=NC2C=CC=CC1=2)=[N+](C)C)C.[B-](F)(F)(F)F.C(N(C(C)C)CC)(C)C.[Cl:56][C:57]1[CH:68]=[CH:67][C:60]2[NH:61][C:62]([C@@H:64]([NH2:66])[CH3:65])=[N:63][C:59]=2[CH:58]=1.ClCl.